This data is from Full USPTO retrosynthesis dataset with 1.9M reactions from patents (1976-2016). The task is: Predict the reactants needed to synthesize the given product. (1) Given the product [ClH:1].[NH2:49][CH2:48][C@H:45]1[CH2:46][CH2:47][C@H:42]([C:40]([NH:39][C@@H:25]([CH2:24][C:21]2[CH:22]=[CH:23][C:18]([C:4]3[CH:5]=[C:6]([S:9]([N:12]4[CH2:17][CH2:16][O:15][CH2:14][CH2:13]4)(=[O:11])=[O:10])[CH:7]=[CH:8][C:3]=3[CH3:2])=[CH:19][CH:20]=2)[C:26](=[O:38])[NH:27][C:28]2[CH:37]=[CH:36][C:31]3[NH:32][C:33](=[O:35])[NH:34][C:30]=3[CH:29]=2)=[O:41])[CH2:43][CH2:44]1, predict the reactants needed to synthesize it. The reactants are: [ClH:1].[CH3:2][C:3]1[CH:8]=[CH:7][C:6]([S:9]([N:12]2[CH2:17][CH2:16][O:15][CH2:14][CH2:13]2)(=[O:11])=[O:10])=[CH:5][C:4]=1[C:18]1[CH:23]=[CH:22][C:21]([CH2:24][C@H:25]([NH:39][C:40]([C@H:42]2[CH2:47][CH2:46][C@H:45]([CH2:48][NH:49]C(=O)OC(C)(C)C)[CH2:44][CH2:43]2)=[O:41])[C:26](=[O:38])[NH:27][C:28]2[CH:37]=[CH:36][C:31]3[NH:32][C:33](=[O:35])[NH:34][C:30]=3[CH:29]=2)=[CH:20][CH:19]=1.C(#N)C. (2) Given the product [OH:1][C:2]1[C:3]([O:19][CH3:20])=[C:4]([CH:16]=[CH:17][CH:18]=1)[CH2:5][CH:6]1[C:11](=[O:12])[O:10][C:9]([CH3:13])([CH3:14])[O:8][C:7]1=[O:15], predict the reactants needed to synthesize it. The reactants are: [OH:1][C:2]1[C:3]([O:19][CH3:20])=[C:4]([CH:16]=[CH:17][CH:18]=1)[CH:5]=[C:6]1[C:11](=[O:12])[O:10][C:9]([CH3:14])([CH3:13])[O:8][C:7]1=[O:15].